Dataset: Forward reaction prediction with 1.9M reactions from USPTO patents (1976-2016). Task: Predict the product of the given reaction. (1) Given the reactants C([NH:8][C:9]1[C:18]2[C:13](=[CH:14][CH:15]=[C:16]([O:19][CH3:20])[N:17]=2)[N:12]=[CH:11][C:10]=1[OH:21])C1C=CC=CC=1, predict the reaction product. The product is: [NH2:8][C:9]1[C:18]2[C:13](=[CH:14][CH:15]=[C:16]([O:19][CH3:20])[N:17]=2)[N:12]=[CH:11][C:10]=1[OH:21]. (2) Given the reactants [Li+].C[Si]([N-][Si](C)(C)C)(C)C.[CH3:11][O:12][C:13]([C@@:15]1([CH2:29][CH:30]([CH3:32])[CH3:31])[CH2:19][C:18](=[O:20])[N:17]([C:21]2[C:26]([CH3:27])=[CH:25][CH:24]=[CH:23][C:22]=2[CH3:28])[CH2:16]1)=[O:14].I[CH3:34].[NH4+].[Cl-], predict the reaction product. The product is: [CH3:11][O:12][C:13]([C@@:15]1([CH2:29][CH:30]([CH3:32])[CH3:31])[CH:19]([CH3:34])[C:18](=[O:20])[N:17]([C:21]2[C:26]([CH3:27])=[CH:25][CH:24]=[CH:23][C:22]=2[CH3:28])[CH2:16]1)=[O:14]. (3) Given the reactants Br[C:2]1[CH:3]=[C:4]2[NH:10][C:9](=[O:11])[C:8]3([CH2:16][CH2:15][O:14][CH2:13][CH2:12]3)[C:5]2=[N:6][CH:7]=1.[B:17]1(B2OC(C)(C)C(C)(C)O2)[O:21]C(C)(C)C(C)(C)[O:18]1.C([O-])(=O)C.[K+].CS(C)=O, predict the reaction product. The product is: [O:11]=[C:9]1[NH:10][C:4]2[C:5](=[N:6][CH:7]=[C:2]([B:17]([OH:21])[OH:18])[CH:3]=2)[C:8]21[CH2:16][CH2:15][O:14][CH2:13][CH2:12]2.